Dataset: Forward reaction prediction with 1.9M reactions from USPTO patents (1976-2016). Task: Predict the product of the given reaction. (1) Given the reactants Cl.[NH2:2][C:3]1[CH:11]=[CH:10][C:6]([C:7]([OH:9])=[O:8])=[CH:5][C:4]=1[CH2:12][CH3:13].[CH3:14]O, predict the reaction product. The product is: [NH2:2][C:3]1[CH:11]=[CH:10][C:6]([C:7]([O:9][CH3:14])=[O:8])=[CH:5][C:4]=1[CH2:12][CH3:13]. (2) Given the reactants C(O[C:6](=[O:25])[NH:7][C@H:8]([CH:13]([C:15](=[O:24])[NH:16][CH2:17][C:18]1[CH:23]=[CH:22][CH:21]=[CH:20][CH:19]=1)[OH:14])[CH2:9][CH2:10][CH2:11][CH3:12])(C)(C)C.FC(F)(F)C(O)=O.C(N(CC)C(C)C)(C)C.[CH2:42]([O:49][C:50]([NH:52][C@@H:53]([CH3:71])[C:54]([NH:56][C@@H:57]([CH2:61][C:62]1[C:70]2[C:65](=[CH:66][CH:67]=[CH:68][CH:69]=2)[NH:64][CH:63]=1)C(O)=O)=[O:55])=[O:51])[C:43]1[CH:48]=[CH:47][CH:46]=[CH:45][CH:44]=1.CN(C(ON1N=NC2C=CC=NC1=2)=[N+](C)C)C.F[P-](F)(F)(F)(F)F, predict the reaction product. The product is: [CH2:42]([O:49][C:50](=[O:51])[NH:52][C@H:53]([C:54](=[O:55])[NH:56][C@H:57]([C:6](=[O:25])[NH:7][C@H:8]([CH:13]([C:15](=[O:24])[NH:16][CH2:17][C:18]1[CH:19]=[CH:20][CH:21]=[CH:22][CH:23]=1)[OH:14])[CH2:9][CH2:10][CH2:11][CH3:12])[CH2:61][C:62]1[C:70]2[C:65](=[CH:66][CH:67]=[CH:68][CH:69]=2)[NH:64][CH:63]=1)[CH3:71])[C:43]1[CH:44]=[CH:45][CH:46]=[CH:47][CH:48]=1. (3) Given the reactants [CH3:1][C:2]([O:5][C:6]([N:8]([CH3:14])[C@@H:9]([C:11]([OH:13])=O)[CH3:10])=[O:7])([CH3:4])[CH3:3].C(N1CCOCC1)C.O.ON1C2C=CC=CC=2N=N1.Cl.CN(C)CCCN=C=NCC.[NH2:46][C:47]1[CH:48]=[CH:49][C:50]([O:70][CH3:71])=[C:51]([NH:53][S:54]([C:57]2[CH:62]=[CH:61][C:60]([C:63]3[O:64][C:65]([CH3:68])=[CH:66][CH:67]=3)=[CH:59][C:58]=2[Cl:69])(=[O:56])=[O:55])[CH:52]=1, predict the reaction product. The product is: [Cl:69][C:58]1[CH:59]=[C:60]([C:63]2[O:64][C:65]([CH3:68])=[CH:66][CH:67]=2)[CH:61]=[CH:62][C:57]=1[S:54]([NH:53][C:51]1[CH:52]=[C:47]([NH:46][C:11](=[O:13])[C@H:9]([N:8]([CH3:14])[C:6](=[O:7])[O:5][C:2]([CH3:1])([CH3:3])[CH3:4])[CH3:10])[CH:48]=[CH:49][C:50]=1[O:70][CH3:71])(=[O:56])=[O:55]. (4) The product is: [F:25][C:26]1[CH:34]=[C:33]2[C:29]([C:30]([CH2:35][CH2:36][NH:37][C:38](=[O:40])[CH3:39])=[C:31]([CH:17]([C:3]3[C:4](=[O:16])[O:5][CH:6]([CH2:7][CH2:8][CH2:9][C:10]4[CH:15]=[CH:14][CH:13]=[CH:12][CH:11]=4)[C:2]=3[OH:1])[C:18]3[CH:23]=[CH:22][CH:21]=[CH:20][CH:19]=3)[NH:32]2)=[CH:28][CH:27]=1. Given the reactants [OH:1][C:2]1[CH:6]([CH2:7][CH2:8][CH2:9][C:10]2[CH:15]=[CH:14][CH:13]=[CH:12][CH:11]=2)[O:5][C:4](=[O:16])[CH:3]=1.[CH:17](=O)[C:18]1[CH:23]=[CH:22][CH:21]=[CH:20][CH:19]=1.[F:25][C:26]1[CH:34]=[C:33]2[C:29]([C:30]([CH2:35][CH2:36][NH:37][C:38](=[O:40])[CH3:39])=[CH:31][NH:32]2)=[CH:28][CH:27]=1, predict the reaction product.